From a dataset of Peptide-MHC class II binding affinity with 134,281 pairs from IEDB. Regression. Given a peptide amino acid sequence and an MHC pseudo amino acid sequence, predict their binding affinity value. This is MHC class II binding data. The binding affinity (normalized) is 0.299. The MHC is HLA-DQA10301-DQB10302 with pseudo-sequence HLA-DQA10301-DQB10302. The peptide sequence is LLAMAVLAALFAGAW.